Task: Predict which catalyst facilitates the given reaction.. Dataset: Catalyst prediction with 721,799 reactions and 888 catalyst types from USPTO (1) Reactant: C[O:2][C:3]([CH:5]1[CH2:9][CH2:8][CH2:7][N:6]1[CH2:10][C@@H:11]1[C@@H:16]([OH:17])[C@H:15]([OH:18])[C@@H:14]([OH:19])[C@H:13]([C:20]2[CH:25]=[CH:24][C:23]([Cl:26])=[C:22]([CH2:27][C:28]3[CH:33]=[CH:32][C:31]([O:34][CH2:35][CH3:36])=[CH:30][CH:29]=3)[CH:21]=2)[O:12]1)=O.[BH4-].[Na+]. Product: [Cl:26][C:23]1[CH:24]=[CH:25][C:20]([C@H:13]2[C@H:14]([OH:19])[C@@H:15]([OH:18])[C@H:16]([OH:17])[C@@H:11]([CH2:10][N:6]3[CH2:7][CH2:8][CH2:9][C@H:5]3[CH2:3][OH:2])[O:12]2)=[CH:21][C:22]=1[CH2:27][C:28]1[CH:29]=[CH:30][C:31]([O:34][CH2:35][CH3:36])=[CH:32][CH:33]=1. The catalyst class is: 278. (2) Reactant: [C:1]1([CH:7]2[C:16]3[C:11]4=[C:12]([CH:22]([C:25]5[CH:30]=[CH:29][CH:28]=[CH:27][CH:26]=5)[CH2:23][CH2:24][N:10]4[CH2:9][CH2:8]2)[CH:13]=[C:14]([C:17]([O:19]CC)=[O:18])[CH:15]=3)[CH:6]=[CH:5][CH:4]=[CH:3][CH:2]=1.[OH-].[Na+]. Product: [C:25]1([CH:22]2[C:12]3[C:11]4=[C:16]([CH:7]([C:1]5[CH:6]=[CH:5][CH:4]=[CH:3][CH:2]=5)[CH2:8][CH2:9][N:10]4[CH2:24][CH2:23]2)[CH:15]=[C:14]([C:17]([OH:19])=[O:18])[CH:13]=3)[CH:26]=[CH:27][CH:28]=[CH:29][CH:30]=1. The catalyst class is: 14. (3) Reactant: [F:1][C:2]([F:17])([F:16])[C:3]1[CH:8]=[CH:7][C:6]([CH2:9][NH2:10])=[C:5]([N:11]2[CH2:15][CH2:14][CH2:13][CH2:12]2)[CH:4]=1.ClC(Cl)(OC(=O)OC(Cl)(Cl)Cl)Cl.[N-:30]=[C:31]=[O:32].N[C:34]1[C:43]2[NH:42][C:41](=[O:44])[CH2:40][O:39][C:38]=2[CH:37]=[CH:36][CH:35]=1. Product: [F:17][C:2]([F:1])([F:16])[C:3]1[CH:8]=[CH:7][C:6]([CH2:9][NH:10][C:31]([NH:30][C:34]2[C:43]3[NH:42][C:41](=[O:44])[CH2:40][O:39][C:38]=3[CH:37]=[CH:36][CH:35]=2)=[O:32])=[C:5]([N:11]2[CH2:15][CH2:14][CH2:13][CH2:12]2)[CH:4]=1. The catalyst class is: 329. (4) The catalyst class is: 642. Reactant: [CH3:1][C:2]1[CH:10]=[C:9]2[C:5]([C:6](=[O:20])[N:7]3[CH:13]([C:14]4[CH:19]=[CH:18][CH:17]=[CH:16][CH:15]=4)[CH2:12][O:11][CH:8]32)=[CH:4][CH:3]=1.C([SiH](CC)CC)C.CCCCCC.C(OCC)(=O)C. Product: [OH:11][CH2:12][CH:13]([N:7]1[CH2:8][C:9]2[C:5](=[CH:4][CH:3]=[C:2]([CH3:1])[CH:10]=2)[C:6]1=[O:20])[C:14]1[CH:15]=[CH:16][CH:17]=[CH:18][CH:19]=1. (5) Reactant: [C:1]([O:5][C:6](=[O:27])[NH:7][CH:8]1[CH:13]([OH:14])[CH:12]([CH2:15][C:16]2[CH:21]=[CH:20][C:19]([O:22][CH3:23])=[C:18]([Br:24])[CH:17]=2)[CH2:11][S:10](=[O:26])(=[O:25])[CH2:9]1)([CH3:4])([CH3:3])[CH3:2].CCN(CC)CC.CCCCCC.CCOC(C)=O.N. Product: [C:1]([O:5][C:6](=[O:27])[NH:7][C@@H:8]1[C:13](=[O:14])[C@H:12]([CH2:15][C:16]2[CH:21]=[CH:20][C:19]([O:22][CH3:23])=[C:18]([Br:24])[CH:17]=2)[CH2:11][S:10](=[O:26])(=[O:25])[CH2:9]1)([CH3:4])([CH3:2])[CH3:3]. The catalyst class is: 16. (6) Reactant: [F:1][C:2]([F:12])([F:11])[C:3]1[CH:8]=[CH:7][C:6]([NH:9]N)=[CH:5][CH:4]=1.[C:13]1(=O)[CH2:18][CH2:17][CH2:16][CH2:15][CH2:14]1. Product: [F:1][C:2]([F:12])([F:11])[C:3]1[CH:8]=[C:7]2[C:6](=[CH:5][CH:4]=1)[NH:9][CH:18]1[CH:13]2[CH2:14][CH2:15][CH2:16][CH2:17]1. The catalyst class is: 361. (7) Reactant: [OH:1][CH2:2][C@H:3]1[CH2:7][CH2:6][CH2:5][C@H:4]1[NH:8][C:9]1[C:14]([C:15]([O:17]CC)=[O:16])=[CH:13][N:12]=[C:11]([S:20][CH3:21])[N:10]=1.[OH-].[Na+].C(O)(=O)CC(CC(O)=O)(C(O)=O)O. Product: [OH:1][CH2:2][C@H:3]1[CH2:7][CH2:6][CH2:5][C@H:4]1[NH:8][C:9]1[C:14]([C:15]([OH:17])=[O:16])=[CH:13][N:12]=[C:11]([S:20][CH3:21])[N:10]=1. The catalyst class is: 8. (8) Reactant: CC1(C)C(C)(C)OB([C:9]2[CH:18]=[CH:17][C:12]([C:13]([O:15][CH3:16])=[O:14])=[CH:11][CH:10]=2)O1.C([O-])([O-])=O.[Na+].[Na+].Br[C:27]1[CH:32]=[CH:31][CH:30]=[CH:29][N:28]=1. Product: [N:28]1[CH:29]=[CH:30][CH:31]=[CH:32][C:27]=1[C:9]1[CH:10]=[CH:11][C:12]([C:13]([O:15][CH3:16])=[O:14])=[CH:17][CH:18]=1. The catalyst class is: 77. (9) Reactant: [CH2:1]([O:3][C:4]([C:6]1[NH:7][C:8]([CH:12]=O)=[C:9]([CH3:11])[CH:10]=1)=[O:5])[CH3:2].[NH:14]1[C:22]2[C:17](=[CH:18][CH:19]=[CH:20][CH:21]=2)[CH2:16][C:15]1=[O:23].N1CCCCC1. Product: [CH2:1]([O:3][C:4]([C:6]1[NH:7][C:8]([CH:12]=[C:16]2[C:17]3[C:22](=[CH:21][CH:20]=[CH:19][CH:18]=3)[NH:14][C:15]2=[O:23])=[C:9]([CH3:11])[CH:10]=1)=[O:5])[CH3:2]. The catalyst class is: 14.